Dataset: Full USPTO retrosynthesis dataset with 1.9M reactions from patents (1976-2016). Task: Predict the reactants needed to synthesize the given product. (1) Given the product [CH2:38]([N:40]([CH2:41][CH3:42])[C:6](=[O:8])[CH2:5][CH:4]([NH:9][C:10]([CH:12]1[CH2:17][CH2:16][CH2:15][CH2:14][N:13]1[C:18]([N:20]1[C:21]2[CH:22]=[CH:23][CH:24]=[CH:25][C:26]=2[S:27][C:28]2[C:33]1=[CH:32][CH:31]=[CH:30][CH:29]=2)=[O:19])=[O:11])[C:3](=[O:34])[CH2:2][F:1])[CH3:39], predict the reactants needed to synthesize it. The reactants are: [F:1][CH2:2][C:3](=[O:34])[CH:4]([NH:9][C:10]([CH:12]1[CH2:17][CH2:16][CH2:15][CH2:14][N:13]1[C:18]([N:20]1[C:33]2[CH:32]=[CH:31][CH:30]=[CH:29][C:28]=2[S:27][C:26]2[C:21]1=[CH:22][CH:23]=[CH:24][CH:25]=2)=[O:19])=[O:11])[CH2:5][C:6]([OH:8])=O.N=C=N.[CH2:38]([NH:40][CH2:41][CH3:42])[CH3:39]. (2) Given the product [OH:34][CH2:33][CH:31]1[O:30][N:29]=[C:28]([C:26]2[S:27][C:23]([C:10]3[CH:11]=[CH:12][C:7]([N:6]4[CH2:5][C@H:4]([CH2:17][NH:18][C:19](=[O:21])[CH3:20])[O:3][C:2]4=[O:1])=[CH:8][CH:9]=3)=[CH:24][CH:25]=2)[CH2:32]1, predict the reactants needed to synthesize it. The reactants are: [O:1]=[C:2]1[N:6]([C:7]2[CH:12]=[CH:11][C:10]([Sn](C)(C)C)=[CH:9][CH:8]=2)[CH2:5][C@H:4]([CH2:17][NH:18][C:19](=[O:21])[CH3:20])[O:3]1.Br[C:23]1[S:27][C:26]([C:28]2[CH2:32][CH:31]([CH2:33][OH:34])[O:30][N:29]=2)=[CH:25][CH:24]=1.O1C=CC=C1P(C1OC=CC=1)C1OC=CC=1. (3) Given the product [Cl-:12].[CH3:1][C:2]1[S:3][CH:4]=[CH:5][C:6]=1[C:7]([O-:9])=[O:8], predict the reactants needed to synthesize it. The reactants are: [CH3:1][C:2]1[S:3][CH:4]=[CH:5][C:6]=1[C:7]([OH:9])=[O:8].S(Cl)([Cl:12])=O. (4) The reactants are: [Br:1][CH2:2][CH2:3][CH2:4][O:5][CH2:6][CH2:7][C:8]([OH:10])=O.O=S(Cl)[Cl:13]. Given the product [Br:1][CH2:2][CH2:3][CH2:4][O:5][CH2:6][CH2:7][C:8]([Cl:13])=[O:10], predict the reactants needed to synthesize it. (5) Given the product [CH2:15]([O:14][N:13]=[C:11]1[CH2:12][N:8]([C:6](=[O:7])[CH2:22][O:21][CH3:20])[C@H:9]([C:17]([NH:36][C:32]2[CH:31]=[C:30]3[C:35](=[CH:34][CH:33]=2)[N:26]=[CH:27][CH:28]=[CH:29]3)=[O:19])[CH2:10]1)[CH3:16], predict the reactants needed to synthesize it. The reactants are: C(O[C:6]([N:8]1[CH2:12][C:11](=[N:13][O:14][CH2:15][CH3:16])[CH2:10][C@H:9]1[C:17]([OH:19])=O)=[O:7])(C)(C)C.[CH3:20][O:21][CH2:22]C(Cl)=O.[N:26]1[C:35]2[C:30](=[CH:31][C:32]([NH2:36])=[CH:33][CH:34]=2)[CH:29]=[CH:28][CH:27]=1. (6) The reactants are: C[O:2][C:3](=O)[C:4]1[CH:9]=[CH:8][C:7]([O:10][CH2:11][C:12]2[C:13]([C:18]3[CH:23]=[CH:22][CH:21]=[CH:20][CH:19]=3)=[N:14][O:15][C:16]=2[CH3:17])=[N:6][CH:5]=1.[NH2:25][NH2:26]. Given the product [CH3:17][C:16]1[O:15][N:14]=[C:13]([C:18]2[CH:23]=[CH:22][CH:21]=[CH:20][CH:19]=2)[C:12]=1[CH2:11][O:10][C:7]1[CH:8]=[CH:9][C:4]([C:3]([NH:25][NH2:26])=[O:2])=[CH:5][N:6]=1, predict the reactants needed to synthesize it. (7) Given the product [F:30][C:25]1[CH:24]=[C:23]([C:4]2[CH:5]=[CH:6][C:7]([C:8]([NH:10][C@H:11]([C:19]([O:21][CH3:22])=[O:20])[C@@H:12]([CH3:18])[O:13][C:14]([CH3:17])([CH3:16])[CH3:15])=[O:9])=[C:2]([NH:1][C:32]([NH:31][C:34]3[C:35]([CH3:42])=[CH:36][C:37]([CH3:41])=[CH:38][C:39]=3[CH3:40])=[O:33])[CH:3]=2)[CH:28]=[CH:27][C:26]=1[F:29], predict the reactants needed to synthesize it. The reactants are: [NH2:1][C:2]1[CH:3]=[C:4]([C:23]2[CH:28]=[CH:27][C:26]([F:29])=[C:25]([F:30])[CH:24]=2)[CH:5]=[CH:6][C:7]=1[C:8]([NH:10][C@H:11]([C:19]([O:21][CH3:22])=[O:20])[C@@H:12]([CH3:18])[O:13][C:14]([CH3:17])([CH3:16])[CH3:15])=[O:9].[N:31]([C:34]1[C:39]([CH3:40])=[CH:38][C:37]([CH3:41])=[CH:36][C:35]=1[CH3:42])=[C:32]=[O:33]. (8) The reactants are: Br[C:2]1[C:3]([O:8][CH:9]2[CH2:12][N:11]([C:13]3[CH:22]=[CH:21][C:20]4[C:15](=[CH:16][CH:17]=[CH:18][CH:19]=4)[N:14]=3)[CH2:10]2)=[N:4][CH:5]=[CH:6][CH:7]=1.[NH:23]1[CH2:28][CH2:27][CH:26]([C:29]#[N:30])[CH2:25][CH2:24]1.C1(P(C2C=CC=CC=2)C2C=CC3C(=CC=CC=3)C=2C2C3C(=CC=CC=3)C=CC=2P(C2C=CC=CC=2)C2C=CC=CC=2)C=CC=CC=1.C(O[Na])(C)(C)C. Given the product [N:14]1[C:15]2[C:20](=[CH:19][CH:18]=[CH:17][CH:16]=2)[CH:21]=[CH:22][C:13]=1[N:11]1[CH2:12][CH:9]([O:8][C:3]2[C:2]([N:23]3[CH2:28][CH2:27][CH:26]([C:29]#[N:30])[CH2:25][CH2:24]3)=[CH:7][CH:6]=[CH:5][N:4]=2)[CH2:10]1, predict the reactants needed to synthesize it.